This data is from Catalyst prediction with 721,799 reactions and 888 catalyst types from USPTO. The task is: Predict which catalyst facilitates the given reaction. Reactant: [C:1]([O:5][C:6]([N:8]1[CH2:13][CH:12]=[C:11]([C:14]2[NH:23][C:17]3[N:18]=[CH:19][N:20]=[C:21](Cl)[C:16]=3[CH:15]=2)[CH2:10][CH2:9]1)=[O:7])([CH3:4])([CH3:3])[CH3:2].[C:24]1([C:31]2[CH:36]=[CH:35][CH:34]=[CH:33][CH:32]=2)[CH:29]=[CH:28][CH:27]=[C:26]([NH2:30])[CH:25]=1. Product: [C:1]([O:5][C:6]([N:8]1[CH2:13][CH:12]=[C:11]([C:14]2[NH:23][C:17]3[N:18]=[CH:19][N:20]=[C:21]([NH:30][C:26]4[CH:25]=[C:24]([C:31]5[CH:32]=[CH:33][CH:34]=[CH:35][CH:36]=5)[CH:29]=[CH:28][CH:27]=4)[C:16]=3[CH:15]=2)[CH2:10][CH2:9]1)=[O:7])([CH3:4])([CH3:3])[CH3:2]. The catalyst class is: 51.